Dataset: Full USPTO retrosynthesis dataset with 1.9M reactions from patents (1976-2016). Task: Predict the reactants needed to synthesize the given product. (1) The reactants are: CC([O-])(C)C.[K+].[C:7]([O:15][CH2:16][CH3:17])(=[O:14])[CH2:8][C:9]([O:11][CH2:12][CH3:13])=[O:10].Br[C:19]1[C:20](=[O:36])[N:21]([C:25]2[C:30]([CH3:31])=[CH:29][C:28]([N+:32]([O-:34])=[O:33])=[CH:27][C:26]=2[CH3:35])[CH:22]=[CH:23][CH:24]=1. Given the product [CH2:16]([O:15][C:7](=[O:14])[CH:8]([C:19]1[C:20](=[O:36])[N:21]([C:25]2[C:30]([CH3:31])=[CH:29][C:28]([N+:32]([O-:34])=[O:33])=[CH:27][C:26]=2[CH3:35])[CH:22]=[CH:23][CH:24]=1)[C:9]([O:11][CH2:12][CH3:13])=[O:10])[CH3:17], predict the reactants needed to synthesize it. (2) Given the product [C:29]([O:33][C:34](=[O:47])[NH:35][CH2:36][CH2:37][C:38]1[O:46][C:42]([CH:43]([CH3:45])[CH3:44])=[N:41][N:40]=1)([CH3:32])([CH3:31])[CH3:30], predict the reactants needed to synthesize it. The reactants are: C1(P(C2C=CC=CC=2)C2C=CC=CC=2)C=CC=CC=1.II.C(N(CC)CC)C.[C:29]([O:33][C:34](=[O:47])[NH:35][CH2:36][CH2:37][C:38]([NH:40][NH:41][C:42](=[O:46])[CH:43]([CH3:45])[CH3:44])=O)([CH3:32])([CH3:31])[CH3:30]. (3) Given the product [F:28][C:27]1[CH:26]=[C:25]([I:29])[CH:24]=[C:3]2[C:2]=1[N:13]([CH2:14][CH2:15][O:16][Si:17]([C:20]([CH3:21])([CH3:22])[CH3:23])([CH3:19])[CH3:18])[CH:12]=[C:6]([C:7]([O:9][CH2:10][CH3:11])=[O:8])[C:4]2=[O:5], predict the reactants needed to synthesize it. The reactants are: F[C:2]1[C:27]([F:28])=[CH:26][C:25]([I:29])=[CH:24][C:3]=1[C:4]([C:6](=[CH:12][NH:13][CH2:14][CH2:15][O:16][Si:17]([C:20]([CH3:23])([CH3:22])[CH3:21])([CH3:19])[CH3:18])[C:7]([O:9][CH2:10][CH3:11])=[O:8])=[O:5].[H-].[Na+].Cl.O. (4) Given the product [Cl:34][C:35]1[C:36]2[CH:46]=[CH:45][CH:44]=[CH:43][C:37]=2[S:38][C:39]=1[C:40]([N:18]([CH2:17][C:11]1[CH:10]=[C:9]([C:6]2[CH:7]=[CH:8][C:3]([C:1]#[N:2])=[CH:4][CH:5]=2)[CH:14]=[CH:13][C:12]=1[O:15][CH3:16])[CH:19]1[CH2:24][CH2:23][CH:22]([N:25]([CH3:33])[C:26](=[O:32])[O:27][C:28]([CH3:30])([CH3:29])[CH3:31])[CH2:21][CH2:20]1)=[O:41], predict the reactants needed to synthesize it. The reactants are: [C:1]([C:3]1[CH:8]=[CH:7][C:6]([C:9]2[CH:14]=[CH:13][C:12]([O:15][CH3:16])=[C:11]([CH2:17][NH:18][CH:19]3[CH2:24][CH2:23][CH:22]([N:25]([CH3:33])[C:26](=[O:32])[O:27][C:28]([CH3:31])([CH3:30])[CH3:29])[CH2:21][CH2:20]3)[CH:10]=2)=[CH:5][CH:4]=1)#[N:2].[Cl:34][C:35]1[C:36]2[CH:46]=[CH:45][CH:44]=[CH:43][C:37]=2[S:38][C:39]=1[C:40](Cl)=[O:41]. (5) Given the product [CH2:32]([O:31][C:29](=[O:30])[C:28]([C:13]1[CH:12]=[CH:11][N:10]=[CH:9][C:8]=1[NH:7][C:6]([O:5][C:1]([CH3:4])([CH3:2])[CH3:3])=[O:14])=[O:34])[CH3:33], predict the reactants needed to synthesize it. The reactants are: [C:1]([O:5][C:6](=[O:14])[NH:7][C:8]1[CH:9]=[N:10][CH:11]=[CH:12][CH:13]=1)([CH3:4])([CH3:3])[CH3:2].CN(CCN(C)C)C.[Li]CCCC.[C:28](OCC)(=[O:34])[C:29]([O:31][CH2:32][CH3:33])=[O:30]. (6) Given the product [CH3:1][O:2][C:3](=[O:29])/[CH:4]=[CH:5]/[C:6]1[CH:7]=[CH:8][C:9]2[O:26][C:13]3([CH2:18][CH2:17][CH2:16][NH:15][CH2:14]3)[NH:12][C:11](=[O:27])[C:10]=2[CH:28]=1, predict the reactants needed to synthesize it. The reactants are: [CH3:1][O:2][C:3](=[O:29])/[CH:4]=[CH:5]/[C:6]1[CH:7]=[CH:8][C:9]2[O:26][C:13]3([CH2:18][CH2:17][CH2:16][N:15](C(OC(C)(C)C)=O)[CH2:14]3)[NH:12][C:11](=[O:27])[C:10]=2[CH:28]=1.Cl.COC(=O)/C=C/C1C=C2C(=CC=1)OC1(CNC1)CC2=O.